Task: Predict the reaction yield, written as a fraction of the theoretical maximum amount of product (1.0 means a 100% yield; for example, 0.34 means a 34% yield).. Dataset: Reaction yield outcomes from USPTO patents with 853,638 reactions (1) The reactants are C(N(CC)CC)C.Br[C:9]1[CH:10]=[C:11]([C:16]2[CH:17]=[N:18][CH:19]=[CH:20][CH:21]=2)[CH:12]=[C:13]([Cl:15])[CH:14]=1.[CH:22]([C:24]1[CH:29]=[CH:28][C:27]([N:30]2[CH2:35][CH2:34][N:33]([C:36](=[O:38])[CH3:37])[CH2:32][CH2:31]2)=[CH:26][CH:25]=1)=[CH2:23].C1C=CC(P(C2C=CC=CC=2)C2C=CC=CC=2)=CC=1. The catalyst is C(#N)C.CC([O-])=O.CC([O-])=O.[Pd+2]. The product is [Cl:15][C:13]1[CH:14]=[C:9]([CH:10]=[C:11]([C:16]2[CH:17]=[N:18][CH:19]=[CH:20][CH:21]=2)[CH:12]=1)/[CH:23]=[CH:22]/[C:24]1[CH:25]=[CH:26][C:27]([N:30]2[CH2:31][CH2:32][N:33]([C:36](=[O:38])[CH3:37])[CH2:34][CH2:35]2)=[CH:28][CH:29]=1. The yield is 0.160. (2) The reactants are FC(F)(F)S(O[C:7]12[CH2:13][CH:10]([CH2:11][CH2:12]1)[CH2:9][C:8]2=[O:14])(=O)=O.C([OH:19])C.O. No catalyst specified. The product is [C:7]12([C:8]([OH:14])=[O:19])[CH2:9][CH:10]([CH2:13]1)[CH2:11][CH2:12]2. The yield is 0.450. (3) The yield is 0.550. The catalyst is OS(O)(=O)=O. The reactants are [C:1](=[O:16])([O:14][CH3:15])[O:2][C:3]1[CH:8]=[CH:7][C:6]([F:9])=[CH:5][C:4]=1[C:10]([CH3:13])([CH3:12])[CH3:11].[N+:17]([O-:20])([OH:19])=[O:18]. The product is [C:1](=[O:16])([O:14][CH3:15])[O:2][C:3]1[CH:8]=[C:7]([N+:17]([O-:19])=[O:18])[C:6]([F:9])=[CH:5][C:4]=1[C:10]([CH3:11])([CH3:12])[CH3:13].[C:1](=[O:16])([O:14][CH3:15])[O:2][C:3]1[C:8]([N+:17]([O-:20])=[O:18])=[CH:7][C:6]([F:9])=[CH:5][C:4]=1[C:10]([CH3:11])([CH3:12])[CH3:13].